Dataset: Full USPTO retrosynthesis dataset with 1.9M reactions from patents (1976-2016). Task: Predict the reactants needed to synthesize the given product. Given the product [F:1][C:2]1[C:7]([F:8])=[CH:6][C:5]([F:9])=[C:4]([F:10])[CH:3]=1, predict the reactants needed to synthesize it. The reactants are: [F:1][C:2]1[C:7]([F:8])=[CH:6][C:5]([F:9])=[C:4]([F:10])[C:3]=1O.C(=O)([O-])[O-].[Cs+].[Cs+].BrC(F)(F)C(F)(F)Br.CS(C)=O.